Dataset: NCI-60 drug combinations with 297,098 pairs across 59 cell lines. Task: Regression. Given two drug SMILES strings and cell line genomic features, predict the synergy score measuring deviation from expected non-interaction effect. (1) Cell line: RXF 393. Drug 1: C1=CC(=CC=C1CC(C(=O)O)N)N(CCCl)CCCl.Cl. Drug 2: CCN(CC)CCNC(=O)C1=C(NC(=C1C)C=C2C3=C(C=CC(=C3)F)NC2=O)C. Synergy scores: CSS=9.75, Synergy_ZIP=-0.286, Synergy_Bliss=2.65, Synergy_Loewe=0.970, Synergy_HSA=1.02. (2) Drug 1: CC1=C(C(=CC=C1)Cl)NC(=O)C2=CN=C(S2)NC3=CC(=NC(=N3)C)N4CCN(CC4)CCO. Drug 2: CC1=C(C(=O)C2=C(C1=O)N3CC4C(C3(C2COC(=O)N)OC)N4)N. Cell line: TK-10. Synergy scores: CSS=28.2, Synergy_ZIP=-5.77, Synergy_Bliss=-6.98, Synergy_Loewe=-30.7, Synergy_HSA=-4.81. (3) Drug 1: C1=CC(=CC=C1C#N)C(C2=CC=C(C=C2)C#N)N3C=NC=N3. Drug 2: C1=NNC2=C1C(=O)NC=N2. Cell line: DU-145. Synergy scores: CSS=-0.404, Synergy_ZIP=3.74, Synergy_Bliss=6.07, Synergy_Loewe=-0.00803, Synergy_HSA=0.382.